Predict which catalyst facilitates the given reaction. From a dataset of Catalyst prediction with 721,799 reactions and 888 catalyst types from USPTO. (1) Reactant: FC(F)(F)C(O)=O.[Cl:8][C:9]1[C:10]([F:41])=[C:11]([CH:15]2[C:19]([C:22]3[CH:27]=[CH:26][C:25]([Cl:28])=[CH:24][C:23]=3[F:29])([C:20]#[N:21])[CH:18]([CH2:30][C:31]3([CH3:37])[CH2:36][CH2:35][CH2:34][CH2:33][CH2:32]3)[NH:17][CH:16]2[C:38]([OH:40])=O)[CH:12]=[CH:13][CH:14]=1.CC1(C)[O:47][C@@H:46]([CH2:48][CH2:49][NH2:50])[C:45]([CH3:52])([CH3:51])[O:44]1.CN(C(ON1N=NC2C=CC=NC1=2)=[N+](C)C)C.F[P-](F)(F)(F)(F)F.CCN(C(C)C)C(C)C.Cl. Product: [OH:47][C@H:46]([C:45]([OH:44])([CH3:52])[CH3:51])[CH2:48][CH2:49][NH:50][C:38]([CH:16]1[CH:15]([C:11]2[CH:12]=[CH:13][CH:14]=[C:9]([Cl:8])[C:10]=2[F:41])[C:19]([C:22]2[CH:27]=[CH:26][C:25]([Cl:28])=[CH:24][C:23]=2[F:29])([C:20]#[N:21])[CH:18]([CH2:30][C:31]2([CH3:37])[CH2:32][CH2:33][CH2:34][CH2:35][CH2:36]2)[NH:17]1)=[O:40]. The catalyst class is: 539. (2) Reactant: [OH:1][C@@H:2]([CH3:28])[CH2:3][CH2:4][CH2:5][CH2:6][N:7]1[C:16](=[O:17])[C:15]2[N:14]([CH2:18][C:19]3[CH:24]=[CH:23][CH:22]=[CH:21][CH:20]=3)[C:13]([CH2:25]Cl)=[N:12][C:11]=2[N:10]([CH3:27])[C:8]1=[O:9].[CH3:29][NH2:30]. Product: [OH:1][C@@H:2]([CH3:28])[CH2:3][CH2:4][CH2:5][CH2:6][N:7]1[C:16](=[O:17])[C:15]2[N:14]([CH2:18][C:19]3[CH:24]=[CH:23][CH:22]=[CH:21][CH:20]=3)[C:13]([CH2:25][NH:30][CH3:29])=[N:12][C:11]=2[N:10]([CH3:27])[C:8]1=[O:9]. The catalyst class is: 5. (3) Reactant: [F:1][C:2]1[CH:7]=[CH:6][C:5]([S:8]([N:11]2[CH2:16][CH2:15][S:14][C:13]3[CH:17]=[CH:18][C:19]([C:21](Cl)=[O:22])=[CH:20][C:12]2=3)(=[O:10])=[O:9])=[CH:4][CH:3]=1.[NH:24]1[CH2:29][CH2:28][O:27][CH2:26][CH2:25]1.N1C=CC=CC=1. Product: [F:1][C:2]1[CH:7]=[CH:6][C:5]([S:8]([N:11]2[CH2:16][CH2:15][S:14][C:13]3[CH:17]=[CH:18][C:19]([C:21]([N:24]4[CH2:29][CH2:28][O:27][CH2:26][CH2:25]4)=[O:22])=[CH:20][C:12]2=3)(=[O:10])=[O:9])=[CH:4][CH:3]=1. The catalyst class is: 26. (4) Reactant: [CH3:1][C:2]1([CH3:49])[CH2:13][C:12]2[CH:11]=[C:10]3[N:5]([CH2:6][CH2:7][N:8]([C:15]4[C:20]([CH:21]=[O:22])=[C:19]([C:23]5[CH:28]=[C:27]([NH:29][C:30]6[CH:35]=[CH:34][C:33]([N:36]7[CH2:41][CH2:40][N:39]([CH:42]8[CH2:45][O:44][CH2:43]8)[CH2:38][C@H:37]7[CH3:46])=[CH:32][N:31]=6)[C:26](=[O:47])[N:25]([CH3:48])[CH:24]=5)[CH:18]=[CH:17][N:16]=4)[C:9]3=[O:14])[C:4]=2[CH2:3]1.[BH4-].[Na+]. Product: [OH:22][CH2:21][C:20]1[C:15]([N:8]2[CH2:7][CH2:6][N:5]3[C:4]4[CH2:3][C:2]([CH3:49])([CH3:1])[CH2:13][C:12]=4[CH:11]=[C:10]3[C:9]2=[O:14])=[N:16][CH:17]=[CH:18][C:19]=1[C:23]1[CH:28]=[C:27]([NH:29][C:30]2[CH:35]=[CH:34][C:33]([N:36]3[CH2:41][CH2:40][N:39]([CH:42]4[CH2:45][O:44][CH2:43]4)[CH2:38][C@H:37]3[CH3:46])=[CH:32][N:31]=2)[C:26](=[O:47])[N:25]([CH3:48])[CH:24]=1. The catalyst class is: 5. (5) Reactant: [NH2:1][C:2](=[N:8][OH:9])[C:3]([O:5][CH2:6][CH3:7])=[O:4].[CH3:10][N:11]1[C:15]([CH3:16])=[CH:14][C:13]([C:17](O)=O)=[N:12]1.C(N=C=NC(C)C)(C)C. The catalyst class is: 2. Product: [CH3:10][N:11]1[C:15]([CH3:16])=[CH:14][C:13]([C:17]2[O:9][N:8]=[C:2]([C:3]([O:5][CH2:6][CH3:7])=[O:4])[N:1]=2)=[N:12]1.